From a dataset of Caco-2 cell permeability data measuring drug intestinal absorption for ~900 compounds. Regression/Classification. Given a drug SMILES string, predict its absorption, distribution, metabolism, or excretion properties. Task type varies by dataset: regression for continuous measurements (e.g., permeability, clearance, half-life) or binary classification for categorical outcomes (e.g., BBB penetration, CYP inhibition). For this dataset (caco2_wang), we predict Y. (1) The compound is CC(C)C[C@H](O)[C@H](O)[C@H](CC1CCCCC1)NC(=O)OC(C)(C)C. The Y is -4.18 log Papp (cm/s). (2) The drug is CC(C)NCC(O)COc1ccc(NC=O)cc1. The Y is -5.43 log Papp (cm/s). (3) The molecule is Nc1nc2c(ncn2C2[C@@H](CO)C[C@@H]2CO)c(=O)[nH]1. The Y is -6.06 log Papp (cm/s).